Dataset: Catalyst prediction with 721,799 reactions and 888 catalyst types from USPTO. Task: Predict which catalyst facilitates the given reaction. Product: [CH3:1][O:2][C:3]1[CH:4]=[C:5]2[C:10](=[CH:11][C:12]=1[O:13][CH3:14])[N:9]=[CH:8][CH:7]=[C:6]2[O:15][C:16]1[CH:17]=[CH:18][C:19]([NH:22][CH2:23][CH2:24][O:25][C:26]2[CH:31]=[CH:30][CH:29]=[CH:28][C:27]=2[OH:32])=[CH:20][CH:21]=1. Reactant: [CH3:1][O:2][C:3]1[CH:4]=[C:5]2[C:10](=[CH:11][C:12]=1[O:13][CH3:14])[N:9]=[CH:8][CH:7]=[C:6]2[O:15][C:16]1[CH:21]=[CH:20][C:19]([NH:22][C:23](=O)[CH2:24][O:25][C:26]2[CH:31]=[CH:30][CH:29]=[CH:28][C:27]=2[OH:32])=[CH:18][CH:17]=1.Cl.[OH-].[Na+]. The catalyst class is: 7.